From a dataset of Forward reaction prediction with 1.9M reactions from USPTO patents (1976-2016). Predict the product of the given reaction. (1) Given the reactants [CH3:1][C:2]1([CH2:21][CH2:22][CH2:23][OH:24])[CH2:11][CH2:10][C:9]2[C:4](=[C:5]([CH3:20])[C:6]([CH3:19])=[C:7]([O:12][CH:13]3[CH2:18][CH2:17][CH2:16][CH2:15][O:14]3)[CH:8]=2)[O:3]1.[Cr](Cl)([O-])(=O)=O.[NH+]1C=CC=CC=1, predict the reaction product. The product is: [CH3:1][C:2]1([CH2:21][CH2:22][CH:23]=[O:24])[CH2:11][CH2:10][C:9]2[C:4](=[C:5]([CH3:20])[C:6]([CH3:19])=[C:7]([O:12][CH:13]3[CH2:18][CH2:17][CH2:16][CH2:15][O:14]3)[CH:8]=2)[O:3]1. (2) Given the reactants [OH:1][CH2:2][C@H:3]([NH:10][C:11](=[O:16])[CH2:12][CH2:13][CH:14]=[CH2:15])[C:4]1[CH:9]=[CH:8][CH:7]=[CH:6][CH:5]=1.N(/C(OC(C)C)=O)=N\C(OC(C)C)=O.C1(P(C2C=CC=CC=2)C2C=CC=CC=2)C=CC=CC=1.[CH3:50][CH:51]([CH2:54][CH:55]=[CH2:56])[CH2:52]O, predict the reaction product. The product is: [CH3:50][CH:51]([CH2:54][CH:55]=[CH2:56])[CH2:52][O:1][CH2:2][C@H:3]([NH:10][C:11](=[O:16])[CH2:12][CH2:13][CH:14]=[CH2:15])[C:4]1[CH:9]=[CH:8][CH:7]=[CH:6][CH:5]=1.